Dataset: Buchwald-Hartwig C-N cross coupling reaction yields with 55,370 reactions. Task: Predict the reaction yield, written as a fraction of the theoretical maximum amount of product (1.0 means a 100% yield; for example, 0.34 means a 34% yield). (1) The reactants are Clc1ccccn1.Cc1ccc(N)cc1.O=S(=O)(O[Pd]1c2ccccc2-c2ccccc2N~1)C(F)(F)F.COc1ccc(OC)c(P(C(C)(C)C)C(C)(C)C)c1-c1c(C(C)C)cc(C(C)C)cc1C(C)C.CN(C)C(=NC(C)(C)C)N(C)C.Cc1cc(-c2ccccc2)on1. No catalyst specified. The product is Cc1ccc(Nc2ccccn2)cc1. The yield is 0.563. (2) The reactants are CCc1ccc(I)cc1.Cc1ccc(N)cc1.O=S(=O)(O[Pd]1c2ccccc2-c2ccccc2N~1)C(F)(F)F.CC(C)c1cc(C(C)C)c(-c2ccccc2P(C2CCCCC2)C2CCCCC2)c(C(C)C)c1.CN1CCCN2CCCN=C12.Cc1cc(-n2cccc2)no1. No catalyst specified. The product is CCc1ccc(Nc2ccc(C)cc2)cc1. The yield is 0.539. (3) The reactants are CCc1ccc(Cl)cc1.Cc1ccc(N)cc1.O=S(=O)(O[Pd]1c2ccccc2-c2ccccc2N~1)C(F)(F)F.CC(C)c1cc(C(C)C)c(-c2ccccc2P(C(C)(C)C)C(C)(C)C)c(C(C)C)c1.CCN=P(N=P(N(C)C)(N(C)C)N(C)C)(N(C)C)N(C)C.c1ccc(-c2ccon2)cc1. No catalyst specified. The product is CCc1ccc(Nc2ccc(C)cc2)cc1. The yield is 0.0470. (4) The reactants are Clc1ccccn1.Cc1ccc(N)cc1.O=S(=O)(O[Pd]1c2ccccc2-c2ccccc2N~1)C(F)(F)F.COc1ccc(OC)c(P(C(C)(C)C)C(C)(C)C)c1-c1c(C(C)C)cc(C(C)C)cc1C(C)C.CCN=P(N=P(N(C)C)(N(C)C)N(C)C)(N(C)C)N(C)C.CCOC(=O)c1cc(OC)no1. No catalyst specified. The product is Cc1ccc(Nc2ccccn2)cc1. The yield is 0.705. (5) The reactants are FC(F)(F)c1ccc(Cl)cc1.Cc1ccc(N)cc1.O=S(=O)(O[Pd]1c2ccccc2-c2ccccc2N~1)C(F)(F)F.COc1ccc(OC)c(P([C@]23C[C@H]4C[C@H](C[C@H](C4)C2)C3)[C@]23C[C@H]4C[C@H](C[C@H](C4)C2)C3)c1-c1c(C(C)C)cc(C(C)C)cc1C(C)C.CCN=P(N=P(N(C)C)(N(C)C)N(C)C)(N(C)C)N(C)C.Cc1cc(-c2ccccc2)on1. No catalyst specified. The product is Cc1ccc(Nc2ccc(C(F)(F)F)cc2)cc1. The yield is 0.00552.